Dataset: CYP1A2 inhibition data for predicting drug metabolism from PubChem BioAssay. Task: Regression/Classification. Given a drug SMILES string, predict its absorption, distribution, metabolism, or excretion properties. Task type varies by dataset: regression for continuous measurements (e.g., permeability, clearance, half-life) or binary classification for categorical outcomes (e.g., BBB penetration, CYP inhibition). Dataset: cyp1a2_veith. (1) The molecule is CCN(CC)CCn1ncc2c(N)ncnc21. The result is 0 (non-inhibitor). (2) The drug is O=C(c1ccncc1)N1CCC2(CCCN(c3ccccn3)C2)CC1. The result is 1 (inhibitor). (3) The compound is Clc1ccccc1-c1nc(NCc2cccnc2)c2ccccc2n1. The result is 1 (inhibitor). (4) The compound is NC(N)=N/N=C\c1ccc(C2CCNCC2)cc1. The result is 0 (non-inhibitor).